This data is from NCI-60 drug combinations with 297,098 pairs across 59 cell lines. The task is: Regression. Given two drug SMILES strings and cell line genomic features, predict the synergy score measuring deviation from expected non-interaction effect. Drug 1: C1C(C(OC1N2C=C(C(=O)NC2=O)F)CO)O. Drug 2: CC1C(C(CC(O1)OC2CC(OC(C2O)C)OC3=CC4=CC5=C(C(=O)C(C(C5)C(C(=O)C(C(C)O)O)OC)OC6CC(C(C(O6)C)O)OC7CC(C(C(O7)C)O)OC8CC(C(C(O8)C)O)(C)O)C(=C4C(=C3C)O)O)O)O. Cell line: HT29. Synergy scores: CSS=65.3, Synergy_ZIP=0.418, Synergy_Bliss=1.16, Synergy_Loewe=-11.7, Synergy_HSA=-0.461.